Task: Regression. Given two drug SMILES strings and cell line genomic features, predict the synergy score measuring deviation from expected non-interaction effect.. Dataset: NCI-60 drug combinations with 297,098 pairs across 59 cell lines (1) Drug 1: C1=CN(C(=O)N=C1N)C2C(C(C(O2)CO)O)O.Cl. Drug 2: C1CN(CCN1C(=O)CCBr)C(=O)CCBr. Cell line: SR. Synergy scores: CSS=76.7, Synergy_ZIP=3.46, Synergy_Bliss=3.50, Synergy_Loewe=1.67, Synergy_HSA=5.36. (2) Drug 1: CN1C2=C(C=C(C=C2)N(CCCl)CCCl)N=C1CCCC(=O)O.Cl. Drug 2: CC1=C(C(=O)C2=C(C1=O)N3CC4C(C3(C2COC(=O)N)OC)N4)N. Cell line: A549. Synergy scores: CSS=38.2, Synergy_ZIP=1.44, Synergy_Bliss=-0.884, Synergy_Loewe=-36.0, Synergy_HSA=-1.48. (3) Drug 1: C1=CC(=CC=C1C#N)C(C2=CC=C(C=C2)C#N)N3C=NC=N3. Drug 2: COCCOC1=C(C=C2C(=C1)C(=NC=N2)NC3=CC=CC(=C3)C#C)OCCOC.Cl. Cell line: SF-268. Synergy scores: CSS=-0.108, Synergy_ZIP=1.85, Synergy_Bliss=5.49, Synergy_Loewe=1.08, Synergy_HSA=1.38. (4) Drug 1: CCC1=CC2CC(C3=C(CN(C2)C1)C4=CC=CC=C4N3)(C5=C(C=C6C(=C5)C78CCN9C7C(C=CC9)(C(C(C8N6C)(C(=O)OC)O)OC(=O)C)CC)OC)C(=O)OC.C(C(C(=O)O)O)(C(=O)O)O. Drug 2: CC=C1C(=O)NC(C(=O)OC2CC(=O)NC(C(=O)NC(CSSCCC=C2)C(=O)N1)C(C)C)C(C)C. Cell line: UO-31. Synergy scores: CSS=10.8, Synergy_ZIP=-0.949, Synergy_Bliss=3.00, Synergy_Loewe=4.36, Synergy_HSA=4.40. (5) Drug 1: CC1C(C(=O)NC(C(=O)N2CCCC2C(=O)N(CC(=O)N(C(C(=O)O1)C(C)C)C)C)C(C)C)NC(=O)C3=C4C(=C(C=C3)C)OC5=C(C(=O)C(=C(C5=N4)C(=O)NC6C(OC(=O)C(N(C(=O)CN(C(=O)C7CCCN7C(=O)C(NC6=O)C(C)C)C)C)C(C)C)C)N)C. Drug 2: CN(C(=O)NC(C=O)C(C(C(CO)O)O)O)N=O. Cell line: MDA-MB-231. Synergy scores: CSS=7.32, Synergy_ZIP=-6.37, Synergy_Bliss=-3.86, Synergy_Loewe=-11.5, Synergy_HSA=-3.21. (6) Drug 1: CCC1(CC2CC(C3=C(CCN(C2)C1)C4=CC=CC=C4N3)(C5=C(C=C6C(=C5)C78CCN9C7C(C=CC9)(C(C(C8N6C)(C(=O)OC)O)OC(=O)C)CC)OC)C(=O)OC)O.OS(=O)(=O)O. Cell line: MALME-3M. Drug 2: COC1=NC(=NC2=C1N=CN2C3C(C(C(O3)CO)O)O)N. Synergy scores: CSS=-3.70, Synergy_ZIP=2.33, Synergy_Bliss=2.21, Synergy_Loewe=-7.61, Synergy_HSA=-7.65. (7) Drug 1: CCC1=C2CN3C(=CC4=C(C3=O)COC(=O)C4(CC)O)C2=NC5=C1C=C(C=C5)O. Drug 2: CC(C)NC(=O)C1=CC=C(C=C1)CNNC.Cl. Cell line: MALME-3M. Synergy scores: CSS=0.679, Synergy_ZIP=-3.01, Synergy_Bliss=-1.99, Synergy_Loewe=-14.9, Synergy_HSA=-3.16. (8) Synergy scores: CSS=34.0, Synergy_ZIP=0.184, Synergy_Bliss=0.967, Synergy_Loewe=2.27, Synergy_HSA=3.82. Cell line: NCIH23. Drug 2: CC1CCC2CC(C(=CC=CC=CC(CC(C(=O)C(C(C(=CC(C(=O)CC(OC(=O)C3CCCCN3C(=O)C(=O)C1(O2)O)C(C)CC4CCC(C(C4)OC)OCCO)C)C)O)OC)C)C)C)OC. Drug 1: CC1C(C(CC(O1)OC2CC(CC3=C2C(=C4C(=C3O)C(=O)C5=C(C4=O)C(=CC=C5)OC)O)(C(=O)C)O)N)O.Cl.